From a dataset of Catalyst prediction with 721,799 reactions and 888 catalyst types from USPTO. Predict which catalyst facilitates the given reaction. (1) Reactant: [Na].[OH:2][C:3]1[CH:8]=[C:7]([OH:9])[CH:6]=[CH:5][C:4]=1[C:10](=[O:12])[CH3:11].[C:13](OCC)(=O)[C:14]([O:16][CH2:17][CH3:18])=[O:15].Cl. Product: [CH2:17]([O:16][C:14]([C:13]1[O:2][C:3]2[C:4]([C:10](=[O:12])[CH:11]=1)=[CH:5][CH:6]=[C:7]([OH:9])[CH:8]=2)=[O:15])[CH3:18]. The catalyst class is: 14. (2) Reactant: Cl.C(N=C=NCCCN(C)C)C.[Cl:13][C:14]1[CH:22]=[CH:21][C:17]([C:18]([OH:20])=O)=[C:16]([NH:23][CH:24]2[CH2:28][CH2:27][CH2:26][CH2:25]2)[CH:15]=1.[NH2:29][C:30]1[CH:39]=[C:38]2[C:33]([CH2:34][CH2:35][C:36](=[O:41])[N:37]2[CH3:40])=[CH:32][CH:31]=1. Product: [Cl:13][C:14]1[CH:22]=[CH:21][C:17]([C:18]([NH:29][C:30]2[CH:39]=[C:38]3[C:33]([CH2:34][CH2:35][C:36](=[O:41])[N:37]3[CH3:40])=[CH:32][CH:31]=2)=[O:20])=[C:16]([NH:23][CH:24]2[CH2:28][CH2:27][CH2:26][CH2:25]2)[CH:15]=1. The catalyst class is: 22. (3) Reactant: [CH:1]1([S:4]([NH:7][CH2:8][C:9]2[CH:17]=[CH:16][C:12]([C:13]([OH:15])=O)=[CH:11][CH:10]=2)(=[O:6])=[O:5])[CH2:3][CH2:2]1.Cl.[CH2:19]([O:21][CH2:22][C@@H:23]1[CH2:28][CH2:27][CH2:26][N:25]([CH2:29][C@H:30]2[CH2:35][CH2:34][CH2:33][CH2:32][C@@H:31]2[NH2:36])[CH2:24]1)[CH3:20].CN(C(ON1N=NC2C=CC=NC1=2)=[N+](C)C)C.F[P-](F)(F)(F)(F)F.C(N(C(C)C)CC)(C)C. Product: [CH:1]1([S:4]([NH:7][CH2:8][C:9]2[CH:10]=[CH:11][C:12]([C:13]([NH:36][C@H:31]3[CH2:32][CH2:33][CH2:34][CH2:35][C@@H:30]3[CH2:29][N:25]3[CH2:26][CH2:27][CH2:28][C@@H:23]([CH2:22][O:21][CH2:19][CH3:20])[CH2:24]3)=[O:15])=[CH:16][CH:17]=2)(=[O:5])=[O:6])[CH2:2][CH2:3]1. The catalyst class is: 3.